From a dataset of Reaction yield outcomes from USPTO patents with 853,638 reactions. Predict the reaction yield, written as a fraction of the theoretical maximum amount of product (1.0 means a 100% yield; for example, 0.34 means a 34% yield). (1) The reactants are [C:1]1([NH:7][CH:8]2[CH2:13][CH2:12][N:11](C(OC(C)(C)C)=O)[CH2:10][CH2:9]2)[CH:6]=[CH:5][CH:4]=[CH:3][CH:2]=1.I[C:22]1[CH:27]=[CH:26][CH:25]=[C:24]([C:28]([F:31])([F:30])[F:29])[CH:23]=1.CC(C)([O-])C.[K+].O1CCCC1. The catalyst is C1(C)C=CC=CC=1.CCOC(C)=O.C([O-])(=O)C.[Pd+2].C([O-])(=O)C.C1(P(C2C=CC=CC=2)C2C=CC3C(=CC=CC=3)C=2C2C3C(=CC=CC=3)C=CC=2P(C2C=CC=CC=2)C2C=CC=CC=2)C=CC=CC=1. The product is [C:1]1([N:7]([C:22]2[CH:27]=[CH:26][CH:25]=[C:24]([C:28]([F:31])([F:30])[F:29])[CH:23]=2)[CH:8]2[CH2:13][CH2:12][NH:11][CH2:10][CH2:9]2)[CH:6]=[CH:5][CH:4]=[CH:3][CH:2]=1. The yield is 0.560. (2) The reactants are Cl.Cl.[CH3:3][O:4][C:5]1[CH:6]=[C:7]([NH2:12])[C:8]([NH2:11])=[CH:9][CH:10]=1.[C:13](OCC)(=[O:19])[C:14](OCC)=[O:15].CCN(CC)CC. The yield is 0.690. The product is [CH3:3][O:4][C:5]1[CH:6]=[C:7]2[C:8](=[CH:9][CH:10]=1)[N:11]=[C:14]([OH:15])[C:13]([OH:19])=[N:12]2. No catalyst specified. (3) The reactants are [OH:1][C:2]1[C:3]([O:15][CH3:16])=[CH:4][C:5]([N+:12]([O-])=O)=[C:6]([CH:11]=1)[C:7]([O:9][CH3:10])=[O:8].[H][H]. The catalyst is CCOC(C)=O.[Pd]. The product is [NH2:12][C:5]1[CH:4]=[C:3]([O:15][CH3:16])[C:2]([OH:1])=[CH:11][C:6]=1[C:7]([O:9][CH3:10])=[O:8]. The yield is 0.920. (4) The reactants are [CH3:1][O:2][C:3]1[N:11]([CH3:12])[C:10]2[C:9](=[O:13])[NH:8][C:7](=[O:14])[N:6]([CH2:15][CH2:16][CH3:17])[C:5]=2[N:4]=1.C(=O)([O-])[O-].[Cs+].[Cs+].[Cl:24][C:25]1[CH:32]=[CH:31][C:28]([CH2:29]Br)=[CH:27][CH:26]=1.CCOC(C)=O. The catalyst is CN(C=O)C.[I-].C([N+](CCCC)(CCCC)CCCC)CCC. The product is [Cl:24][C:25]1[CH:32]=[CH:31][C:28]([CH2:29][N:8]2[C:9](=[O:13])[C:10]3[N:11]([CH3:12])[C:3]([O:2][CH3:1])=[N:4][C:5]=3[N:6]([CH2:15][CH2:16][CH3:17])[C:7]2=[O:14])=[CH:27][CH:26]=1. The yield is 0.550. (5) The reactants are [F:1][C:2]1[CH:3]=[CH:4][C:5]2[O:9][C:8]([CH:10]=[O:11])=[C:7]([CH2:12][O:13][CH2:14][CH2:15][O:16][CH3:17])[C:6]=2[CH:18]=1.[CH:19]1([Mg]Br)[CH2:24][CH2:23][CH2:22][CH2:21][CH2:20]1.[Cl-].[NH4+].C[N+]1([O-])CCOCC1. The catalyst is O1CCCC1.[Ru]([O-])(=O)(=O)=O.C([N+](CCC)(CCC)CCC)CC.C(#N)C. The product is [CH:19]1([C:10]([C:8]2[O:9][C:5]3[CH:4]=[CH:3][C:2]([F:1])=[CH:18][C:6]=3[C:7]=2[CH2:12][O:13][CH2:14][CH2:15][O:16][CH3:17])=[O:11])[CH2:24][CH2:23][CH2:22][CH2:21][CH2:20]1. The yield is 0.500. (6) The reactants are OO.[Cl:3][C:4]1[CH:9]=[CH:8][C:7]([C@@H:10]2[N:16]([C@@H:17]([C:19]3[CH:24]=[CH:23][C:22]([Cl:25])=[CH:21][CH:20]=3)[CH3:18])[C:15](=[O:26])[CH:14]([Se]C3C=CC=CC=3)[CH:13]([C:34]3[CH:39]=[CH:38][CH:37]=[CH:36][CH:35]=3)[NH:12][C:11]2=[O:40])=[CH:6][CH:5]=1. The catalyst is O1CCCC1. The product is [Cl:3][C:4]1[CH:5]=[CH:6][C:7]([C@@H:10]2[N:16]([C@@H:17]([C:19]3[CH:24]=[CH:23][C:22]([Cl:25])=[CH:21][CH:20]=3)[CH3:18])[C:15](=[O:26])[CH:14]=[C:13]([C:34]3[CH:35]=[CH:36][CH:37]=[CH:38][CH:39]=3)[NH:12][C:11]2=[O:40])=[CH:8][CH:9]=1. The yield is 0.850. (7) The reactants are Br[C:2]1[CH:6]=[CH:5][S:4][CH:3]=1.[C:7]([NH:10][C:11]1[CH:16]=[CH:15][CH:14]=[CH:13][CH:12]=1)(=[O:9])[CH3:8]. No catalyst specified. The product is [C:11]1([N:10]([C:2]2[CH:6]=[CH:5][S:4][CH:3]=2)[C:7](=[O:9])[CH3:8])[CH:16]=[CH:15][CH:14]=[CH:13][CH:12]=1. The yield is 0.820. (8) The reactants are [CH3:1][N:2]1[C:6]2[CH:7]=[CH:8][CH:9]=[CH:10][C:5]=2[N:4]=[C:3]1[C:11]([OH:13])=O.Cl.[NH:15]1[CH2:18][CH:17]([C:19]2[C:24]([Cl:25])=[N:23][CH:22]=[CH:21][N:20]=2)[CH2:16]1.C1C=CC2N(O)N=NC=2C=1.CCN=C=NCCCN(C)C.CN1CCOCC1. The catalyst is CN(C=O)C.O. The product is [Cl:25][C:24]1[C:19]([CH:17]2[CH2:18][N:15]([C:11]([C:3]3[N:2]([CH3:1])[C:6]4[CH:7]=[CH:8][CH:9]=[CH:10][C:5]=4[N:4]=3)=[O:13])[CH2:16]2)=[N:20][CH:21]=[CH:22][N:23]=1. The yield is 0.900. (9) The reactants are [NH:1]1[CH:5]=[C:4]([C:6]2[C:7]([C:12]3[CH:17]=[CH:16][CH:15]=[CH:14][CH:13]=3)=[N:8][O:9][C:10]=2[CH3:11])[N:3]=[CH:2]1.[Br:18][C:19]1[CH:24]=[CH:23][CH:22]=[CH:21][C:20]=1B(O)O. No catalyst specified. The product is [Br:18][C:19]1[CH:24]=[CH:23][C:22]([N:1]2[CH:5]=[C:4]([C:6]3[C:7]([C:12]4[CH:13]=[CH:14][CH:15]=[CH:16][CH:17]=4)=[N:8][O:9][C:10]=3[CH3:11])[N:3]=[CH:2]2)=[CH:21][CH:20]=1. The yield is 0.410. (10) The reactants are C(OC1C=CC=CC=1N1CCCN([CH2:17][CH2:18][CH2:19][CH2:20][O:21][C:22]2C=[C:30]3[C:25]([CH2:26][CH2:27][C:28](=[O:32])[NH:29]3)=[CH:24][CH:23]=2)CC1)C.[Na+].[I-].Cl.[CH:36]([O:39][C:40]1[CH:45]=[CH:44][CH:43]=[CH:42][C:41]=1[N:46]1[CH2:52][CH2:51][CH2:50][NH:49][CH2:48][CH2:47]1)([CH3:38])[CH3:37].C([O-])([O-])=O.[K+].[K+].CC#[N:61]. The catalyst is O. The product is [CH:36]([O:39][C:40]1[CH:45]=[CH:44][CH:43]=[CH:42][C:41]=1[N:46]1[CH2:52][CH2:51][CH2:50][N:49]([CH2:17][CH2:18][CH2:19][CH2:20][O:21][C:22]2[N:61]=[C:30]3[C:25]([CH2:26][CH2:27][C:28](=[O:32])[NH:29]3)=[CH:24][CH:23]=2)[CH2:48][CH2:47]1)([CH3:38])[CH3:37]. The yield is 0.320.